This data is from NCI-60 drug combinations with 297,098 pairs across 59 cell lines. The task is: Regression. Given two drug SMILES strings and cell line genomic features, predict the synergy score measuring deviation from expected non-interaction effect. (1) Drug 1: CC1CCC2CC(C(=CC=CC=CC(CC(C(=O)C(C(C(=CC(C(=O)CC(OC(=O)C3CCCCN3C(=O)C(=O)C1(O2)O)C(C)CC4CCC(C(C4)OC)OP(=O)(C)C)C)C)O)OC)C)C)C)OC. Drug 2: CNC(=O)C1=NC=CC(=C1)OC2=CC=C(C=C2)NC(=O)NC3=CC(=C(C=C3)Cl)C(F)(F)F. Cell line: UACC62. Synergy scores: CSS=55.5, Synergy_ZIP=1.56, Synergy_Bliss=3.00, Synergy_Loewe=4.34, Synergy_HSA=6.35. (2) Drug 1: C1=CC(=CC=C1CCCC(=O)O)N(CCCl)CCCl. Drug 2: C1=CN(C(=O)N=C1N)C2C(C(C(O2)CO)O)O.Cl. Cell line: T-47D. Synergy scores: CSS=28.3, Synergy_ZIP=-7.39, Synergy_Bliss=-1.58, Synergy_Loewe=-0.475, Synergy_HSA=-0.485. (3) Drug 1: COC1=NC(=NC2=C1N=CN2C3C(C(C(O3)CO)O)O)N. Drug 2: CC1CCCC2(C(O2)CC(NC(=O)CC(C(C(=O)C(C1O)C)(C)C)O)C(=CC3=CSC(=N3)C)C)C. Cell line: MOLT-4. Synergy scores: CSS=57.8, Synergy_ZIP=-7.41, Synergy_Bliss=-13.7, Synergy_Loewe=-21.3, Synergy_HSA=-12.3. (4) Drug 1: CCC1=CC2CC(C3=C(CN(C2)C1)C4=CC=CC=C4N3)(C5=C(C=C6C(=C5)C78CCN9C7C(C=CC9)(C(C(C8N6C)(C(=O)OC)O)OC(=O)C)CC)OC)C(=O)OC.C(C(C(=O)O)O)(C(=O)O)O. Drug 2: COC1=C2C(=CC3=C1OC=C3)C=CC(=O)O2. Cell line: MCF7. Synergy scores: CSS=48.2, Synergy_ZIP=18.1, Synergy_Bliss=17.8, Synergy_Loewe=-10.2, Synergy_HSA=18.1. (5) Drug 1: CCC1(CC2CC(C3=C(CCN(C2)C1)C4=CC=CC=C4N3)(C5=C(C=C6C(=C5)C78CCN9C7C(C=CC9)(C(C(C8N6C=O)(C(=O)OC)O)OC(=O)C)CC)OC)C(=O)OC)O.OS(=O)(=O)O. Drug 2: C(CC(=O)O)C(=O)CN.Cl. Cell line: BT-549. Synergy scores: CSS=1.96, Synergy_ZIP=-1.72, Synergy_Bliss=-2.27, Synergy_Loewe=-1.89, Synergy_HSA=-1.97. (6) Drug 1: C1CC(C1)(C(=O)O)C(=O)O.[NH2-].[NH2-].[Pt+2]. Drug 2: C(CC(=O)O)C(=O)CN.Cl. Cell line: OVCAR3. Synergy scores: CSS=9.67, Synergy_ZIP=4.90, Synergy_Bliss=8.90, Synergy_Loewe=0.581, Synergy_HSA=0.928. (7) Drug 1: CC1OCC2C(O1)C(C(C(O2)OC3C4COC(=O)C4C(C5=CC6=C(C=C35)OCO6)C7=CC(=C(C(=C7)OC)O)OC)O)O. Drug 2: C1=CC(=CC=C1C#N)C(C2=CC=C(C=C2)C#N)N3C=NC=N3. Cell line: OVCAR-4. Synergy scores: CSS=2.67, Synergy_ZIP=-1.98, Synergy_Bliss=-1.25, Synergy_Loewe=-1.37, Synergy_HSA=-0.903.